This data is from Full USPTO retrosynthesis dataset with 1.9M reactions from patents (1976-2016). The task is: Predict the reactants needed to synthesize the given product. (1) Given the product [F:1][C:2]1[CH:7]=[CH:6][C:5]([C:8]2[C:16]3[C:15]([O:17][CH2:18][CH2:19][CH2:20][O:21][C:22]4[CH:23]=[C:24]([NH:25][C:41]([CH:38]5[CH2:40][CH2:39]5)=[O:42])[CH:26]=[CH:27][CH:28]=4)=[N:14][CH:13]=[N:12][C:11]=3[S:10][CH:9]=2)=[CH:4][CH:3]=1, predict the reactants needed to synthesize it. The reactants are: [F:1][C:2]1[CH:7]=[CH:6][C:5]([C:8]2[C:16]3[C:15]([O:17][CH2:18][CH2:19][CH2:20][O:21][C:22]4[CH:23]=[C:24]([CH:26]=[CH:27][CH:28]=4)[NH2:25])=[N:14][CH:13]=[N:12][C:11]=3[S:10][CH:9]=2)=[CH:4][CH:3]=1.C(N(C(C)C)CC)(C)C.[CH:38]1([C:41](Cl)=[O:42])[CH2:40][CH2:39]1. (2) Given the product [Cl:28][C:29]1[CH:34]=[C:33]([O:35][CH3:36])[CH:32]=[CH:31][C:30]=1[C:37]1[N:38]=[C:39]([CH2:64][CH3:65])[C:40]([NH:45][C@H:46]2[C@@H:50]([O:51][CH2:52][CH3:53])[CH2:49][NH:48][CH2:47]2)=[N:41][C:42]=1[CH2:43][CH3:44], predict the reactants needed to synthesize it. The reactants are: ClC1C=C(Cl)C=CC=1C1N=C(CC)C(N[C@H]2[C@@H](OCC)CNC2)=NC=1CC.[Cl:28][C:29]1[CH:34]=[C:33]([O:35][CH3:36])[CH:32]=[CH:31][C:30]=1[C:37]1[N:38]=[C:39]([CH2:64][CH3:65])[C:40]([NH:45][C@H:46]2[C@@H:50]([O:51][CH2:52][CH3:53])[CH2:49][N:48](C(OCC3C=CC=CC=3)=O)[CH2:47]2)=[N:41][C:42]=1[CH2:43][CH3:44]. (3) Given the product [NH2:1][C:2]1[C:3]2[C:10]([C:11]3[CH:16]=[CH:15][CH:14]=[C:13]([O:17][CH2:18][CH:19]4[CH2:24][CH2:22][CH2:21][O:20]4)[CH:12]=3)=[CH:9][N:8]([C@@H:25]3[CH2:26][C@H:27]([CH2:29][OH:30])[CH2:28]3)[C:4]=2[N:5]=[CH:6][N:7]=1, predict the reactants needed to synthesize it. The reactants are: [NH2:1][C:2]1[C:3]2[C:10]([C:11]3[CH:16]=[CH:15][CH:14]=[C:13]([O:17][CH2:18][CH:19]4[CH2:24]C[CH2:22][CH2:21][O:20]4)[CH:12]=3)=[CH:9][N:8]([C@@H:25]3[CH2:28][C@H:27]([CH2:29][OH:30])[CH2:26]3)[C:4]=2[N:5]=[CH:6][N:7]=1.O1CCCC1COC1C=C(B2OC(C)(C)C(C)(C)O2)C=CC=1.